From a dataset of Retrosynthesis with 50K atom-mapped reactions and 10 reaction types from USPTO. Predict the reactants needed to synthesize the given product. (1) Given the product COc1ccc(F)cc1C1CCN(CCN2C(=O)CC3(CCCC3)CC2=O)CC1, predict the reactants needed to synthesize it. The reactants are: COc1ccc(F)cc1C1CCNCC1.O=C1CC2(CCCC2)CC(=O)N1CCCl. (2) Given the product CCCCc1noc(C)c1CNc1ccc(C(=O)O)cn1, predict the reactants needed to synthesize it. The reactants are: CCCCc1noc(C)c1CNc1ccc(C(=O)OC)cn1. (3) Given the product C1CC1COC12CC3CC(C1)NC(C3)C2, predict the reactants needed to synthesize it. The reactants are: CC(C)(C)OC(=O)N1C2CC3CC1CC(OCC1CC1)(C3)C2. (4) Given the product CCNC(=O)N(Cc1ccc(C(C)(C)C)cc1)NC(=O)COCc1ccc(Br)cc1, predict the reactants needed to synthesize it. The reactants are: CCNC(=O)N(N)Cc1ccc(C(C)(C)C)cc1.O=C(O)COCc1ccc(Br)cc1.